This data is from Reaction yield outcomes from USPTO patents with 853,638 reactions. The task is: Predict the reaction yield, written as a fraction of the theoretical maximum amount of product (1.0 means a 100% yield; for example, 0.34 means a 34% yield). (1) The reactants are Cl[CH2:2][C:3]1[N:4]=[C:5]([C:8]2[CH:13]=[CH:12][C:11]([Cl:14])=[CH:10][CH:9]=2)[O:6][CH:7]=1.[F:15][C:16]1[C:24]([OH:25])=[CH:23][CH:22]=[C:21]([F:26])[C:17]=1[C:18]([NH2:20])=[O:19].C(=O)([O-])[O-].[K+].[K+]. The catalyst is CN(C=O)C. The product is [Cl:14][C:11]1[CH:12]=[CH:13][C:8]([C:5]2[O:6][CH:7]=[C:3]([CH2:2][O:25][C:24]3[C:16]([F:15])=[C:17]([C:21]([F:26])=[CH:22][CH:23]=3)[C:18]([NH2:20])=[O:19])[N:4]=2)=[CH:9][CH:10]=1. The yield is 0.310. (2) The reactants are [NH2:1][CH2:2][C@:3]1([C:8]2[CH:13]=[CH:12][C:11]([Cl:14])=[C:10]([Cl:15])[CH:9]=2)[CH2:5][C@@H:4]1[CH2:6]O.NO.S(Cl)(Cl)=O.[OH-].[Na+]. The catalyst is C(OC(C)C)(=O)C. The product is [Cl:15][C:10]1[CH:9]=[C:8]([C@@:3]23[CH2:5][C@@H:4]2[CH2:6][NH:1][CH2:2]3)[CH:13]=[CH:12][C:11]=1[Cl:14]. The yield is 0.420. (3) The reactants are [CH:1]([O:8][CH2:9][CH3:10])([O:5]CC)OCC.C(OC(=O)C)(=O)C.C([O:20][C:21](=O)[CH:22]([CH3:31])[C:23](=[O:30])[CH2:24][C:25](OCC)=O)C.[CH3:33][NH2:34]. The catalyst is C(OCC)C.O. The product is [CH2:9]([O:8][C:1]([C:24]1[C:23]([OH:30])=[C:22]([CH3:31])[C:21](=[O:20])[N:34]([CH3:33])[CH:25]=1)=[O:5])[CH3:10]. The yield is 0.550. (4) The reactants are [Br:1][C:2]1[CH:3]=[C:4]([N+:12]([O-:14])=[O:13])[C:5]2[N:9]=[CH:8][N:7]([CH3:10])[C:6]=2[CH:11]=1.Br[N:16]1[C:20](=O)CC[C:17]1=O. The catalyst is ClC(Cl)C. The product is [Br:1][C:2]1[CH:3]=[C:4]([N+:12]([O-:14])=[O:13])[C:5]2[N:9]=[C:8]([N:16]([CH3:20])[CH3:17])[N:7]([CH3:10])[C:6]=2[CH:11]=1. The yield is 0.460. (5) The reactants are [CH2:1]([C:3]([F:30])([CH2:28][CH3:29])[CH2:4][N:5]1[CH2:10][CH2:9][CH:8]([CH2:11][O:12][C:13]2[CH:18]=[CH:17][C:16]([C:19]3[CH:24]=[CH:23][C:22]([C:25]([OH:27])=O)=[CH:21][CH:20]=3)=[CH:15][CH:14]=2)[CH2:7][CH2:6]1)[CH3:2].[NH:31]1[CH2:36][CH2:35][CH2:34][C@@H:33]([OH:37])[CH2:32]1.F[P-](F)(F)(F)(F)F.N1(O[P+](N(C)C)(N(C)C)N(C)C)C2C=CC=CC=2N=N1.O. The catalyst is CN(C=O)C. The product is [CH2:1]([C:3]([F:30])([CH2:28][CH3:29])[CH2:4][N:5]1[CH2:6][CH2:7][CH:8]([CH2:11][O:12][C:13]2[CH:18]=[CH:17][C:16]([C:19]3[CH:20]=[CH:21][C:22]([C:25]([N:31]4[CH2:36][CH2:35][CH2:34][C@@H:33]([OH:37])[CH2:32]4)=[O:27])=[CH:23][CH:24]=3)=[CH:15][CH:14]=2)[CH2:9][CH2:10]1)[CH3:2]. The yield is 0.400. (6) The reactants are [O-:1][C:2]#[N:3].[K+].[NH2:5][C:6]1[CH:7]=[C:8]([C:12]2[N:13]=[CH:14][N:15]([C:17]([N:19]([CH:21]3[CH2:25][CH2:24][CH2:23][CH2:22]3)[CH3:20])=[O:18])[CH:16]=2)[CH:9]=[CH:10][CH:11]=1.Cl. The catalyst is O.C(Cl)Cl.CC(O)C. The product is [CH:21]1([N:19]([CH3:20])[C:17]([N:15]2[CH:16]=[C:12]([C:8]3[CH:9]=[CH:10][CH:11]=[C:6]([NH:5][C:2]([NH2:3])=[O:1])[CH:7]=3)[N:13]=[CH:14]2)=[O:18])[CH2:25][CH2:24][CH2:23][CH2:22]1. The yield is 0.260. (7) The reactants are [NH2:1][C:2]1[N:3]=[CH:4][C:5]2[CH2:11][N:10]([C:12]3[CH:20]=[CH:19][C:15]([C:16](O)=[O:17])=[CH:14][CH:13]=3)[CH2:9][CH2:8][C:6]=2[N:7]=1.[NH2:21][C:22]1[CH:27]=[CH:26][CH:25]=[CH:24][CH:23]=1.C(N(CC)C(C)C)(C)C.CN(C(ON1N=NC2C=CC=CC1=2)=[N+](C)C)C.F[P-](F)(F)(F)(F)F. The catalyst is CN(C=O)C.[OH-].[Na+]. The product is [NH2:1][C:2]1[N:3]=[CH:4][C:5]2[CH2:11][N:10]([C:12]3[CH:20]=[CH:19][C:15]([C:16]([NH:21][C:22]4[CH:27]=[CH:26][CH:25]=[CH:24][CH:23]=4)=[O:17])=[CH:14][CH:13]=3)[CH2:9][CH2:8][C:6]=2[N:7]=1. The yield is 0.530. (8) The reactants are C1(C)C=CC=CC=1.[CH3:8][C:9]1[CH:10]=[C:11]([CH2:21][OH:22])[CH:12]=[C:13]([N+:18]([O-:20])=[O:19])[C:14]=1[N+:15]([O-:17])=[O:16]. The catalyst is C(Cl)(Cl)Cl.[O-2].[Mn+4].[O-2]. The product is [CH3:8][C:9]1[CH:10]=[C:11]([CH:12]=[C:13]([N+:18]([O-:20])=[O:19])[C:14]=1[N+:15]([O-:17])=[O:16])[CH:21]=[O:22]. The yield is 0.440. (9) The reactants are Cl[CH2:2][C:3]1[N:4]=[C:5]([C:8]2[CH:13]=[CH:12][C:11]([O:14][CH3:15])=[CH:10][CH:9]=2)[O:6][CH:7]=1.[F:16][C:17]1[C:25]([OH:26])=[CH:24][CH:23]=[C:22]([F:27])[C:18]=1[C:19]([NH2:21])=[O:20].C(=O)([O-])[O-].[K+].[K+]. The catalyst is CN(C=O)C. The product is [F:16][C:17]1[C:25]([O:26][CH2:2][C:3]2[N:4]=[C:5]([C:8]3[CH:13]=[CH:12][C:11]([O:14][CH3:15])=[CH:10][CH:9]=3)[O:6][CH:7]=2)=[CH:24][CH:23]=[C:22]([F:27])[C:18]=1[C:19]([NH2:21])=[O:20]. The yield is 0.270. (10) The yield is 1.00. The catalyst is C(O)C. The product is [CH3:1][C:2]1[CH:3]([C:10]2[CH:17]=[CH:16][CH:15]=[CH:14][C:11]=2[CH:12]=[N:27][C:26]2[C:28]([CH:32]([CH3:33])[CH3:34])=[CH:29][CH:30]=[CH:31][C:25]=2[CH:22]([CH3:24])[CH3:23])[C:4]([CH3:9])=[C:5]([CH3:8])[C:6]=1[CH3:7]. The reactants are [CH3:1][C:2]1[CH:3]([C:10]2[CH:17]=[CH:16][CH:15]=[CH:14][C:11]=2[CH:12]=O)[C:4]([CH3:9])=[C:5]([CH3:8])[C:6]=1[CH3:7].C(O)(=O)C.[CH:22]([C:25]1[CH:31]=[CH:30][CH:29]=[C:28]([CH:32]([CH3:34])[CH3:33])[C:26]=1[NH2:27])([CH3:24])[CH3:23].